Dataset: Forward reaction prediction with 1.9M reactions from USPTO patents (1976-2016). Task: Predict the product of the given reaction. Given the reactants [F:1][C:2]1[CH:7]=[C:6]([N+:8]([O-])=O)[CH:5]=[CH:4][C:3]=1[N:11]1[CH2:16][CH2:15][Si:14]([CH3:18])([CH3:17])[CH2:13][CH2:12]1.C([O-])(O)=O.[Na+].[C:24](Cl)([O:26][CH2:27][C:28]1[CH:33]=[CH:32][CH:31]=[CH:30][CH:29]=1)=[O:25], predict the reaction product. The product is: [CH3:17][Si:14]1([CH3:18])[CH2:15][CH2:16][N:11]([C:3]2[CH:4]=[CH:5][C:6]([NH:8][C:24](=[O:25])[O:26][CH2:27][C:28]3[CH:33]=[CH:32][CH:31]=[CH:30][CH:29]=3)=[CH:7][C:2]=2[F:1])[CH2:12][CH2:13]1.